This data is from Reaction yield outcomes from USPTO patents with 853,638 reactions. The task is: Predict the reaction yield, written as a fraction of the theoretical maximum amount of product (1.0 means a 100% yield; for example, 0.34 means a 34% yield). (1) The reactants are C(N(CC)CC)C.[C:16](O[C:16]([O:18][C:19]([CH3:22])([CH3:21])[CH3:20])=[O:17])([O:18][C:19]([CH3:22])([CH3:21])[CH3:20])=[O:17].[Br:23][C:24]1[N:29]=[CH:28][C:27]([CH2:30][C@@H:31]([C:33]([O:35][CH3:36])=[O:34])[NH2:32])=[CH:26][CH:25]=1. The catalyst is O1CCOCC1.O. The product is [Br:23][C:24]1[N:29]=[CH:28][C:27]([CH2:30][C@@H:31]([C:33]([O:35][CH3:36])=[O:34])[NH:32][C:16]([O:18][C:19]([CH3:20])([CH3:21])[CH3:22])=[O:17])=[CH:26][CH:25]=1. The yield is 0.930. (2) The reactants are [C:1]([O:5][C:6]([N:8]1[CH2:11][CH:10]([C:12]2[C:17]([C:18]3[CH2:19][CH2:20][O:21][CH2:22][CH:23]=3)=[N:16][CH:15]=[CH:14][N:13]=2)[CH2:9]1)=[O:7])([CH3:4])([CH3:3])[CH3:2]. The catalyst is CO.[Pd]. The product is [C:1]([O:5][C:6]([N:8]1[CH2:9][CH:10]([C:12]2[C:17]([CH:18]3[CH2:19][CH2:20][O:21][CH2:22][CH2:23]3)=[N:16][CH:15]=[CH:14][N:13]=2)[CH2:11]1)=[O:7])([CH3:4])([CH3:2])[CH3:3]. The yield is 0.950. (3) The reactants are [CH2:1]([C@@H:9]1[NH:13][C:12](=[O:14])[NH:11][C:10]1=[O:15])[CH2:2][C:3]1[CH:8]=[CH:7][CH:6]=[CH:5][CH:4]=1.[O:16]([C:18]1[CH:25]=[CH:24][C:21]([CH2:22]Cl)=[CH:20][CH:19]=1)[CH3:17]. The catalyst is CN(C=O)C. The product is [CH3:17][O:16][C:18]1[CH:25]=[CH:24][C:21]([CH2:22][N:11]2[C:10](=[O:15])[CH:9]([CH2:1][CH2:2][C:3]3[CH:4]=[CH:5][CH:6]=[CH:7][CH:8]=3)[NH:13][C:12]2=[O:14])=[CH:20][CH:19]=1. The yield is 0.670. (4) The reactants are Cl[C:2]1[C:7]2[O:8][CH2:9][C:10](=[O:12])[NH:11][C:6]=2[N:5]=[CH:4][CH:3]=1.Cl.[Cl:14][C:15]1[CH:28]=[CH:27][C:18]([CH2:19][C:20]2([NH2:26])[CH2:25][CH2:24][NH:23][CH2:22][CH2:21]2)=[CH:17][CH:16]=1.C(N(CC)CC)C. The catalyst is C(O)CCC. The product is [NH2:26][C:20]1([CH2:19][C:18]2[CH:27]=[CH:28][C:15]([Cl:14])=[CH:16][CH:17]=2)[CH2:21][CH2:22][N:23]([C:2]2[C:7]3[O:8][CH2:9][C:10](=[O:12])[NH:11][C:6]=3[N:5]=[CH:4][CH:3]=2)[CH2:24][CH2:25]1. The yield is 0.0800. (5) The reactants are [CH2:1]([O:3][P:4]([C:9]([F:35])([F:34])[CH2:10][CH2:11][O:12][CH2:13][CH2:14][O:15][C:16]1[CH:31]=[CH:30][C:19](/[CH:20]=[C:21](\[C:27](=O)[CH3:28])/[C:22](OCC)=[O:23])=[C:18]([O:32][CH3:33])[CH:17]=1)([O:6][CH2:7][CH3:8])=[O:5])[CH3:2].C(=O)(O)O.[NH2:40][C:41]([NH2:43])=[NH:42]. The catalyst is CO.O.CCOC(C)=O. The product is [NH2:43][C:41]1[N:42]=[C:22]([OH:23])[C:21]([CH2:20][C:19]2[CH:30]=[CH:31][C:16]([O:15][CH2:14][CH2:13][O:12][CH2:11][CH2:10][C:9]([P:4](=[O:5])([O:6][CH2:7][CH3:8])[O:3][CH2:1][CH3:2])([F:35])[F:34])=[CH:17][C:18]=2[O:32][CH3:33])=[C:27]([CH3:28])[N:40]=1. The yield is 0.150. (6) The reactants are [Cl:1][C:2]1[C:3]([CH2:12][CH:13]=[N:14][C:15](=[O:26])[C:16]2[CH:21]=[CH:20][CH:19]=[CH:18][C:17]=2[C:22]([F:25])([F:24])[F:23])=[N:4][CH:5]=[C:6]([C:8]([F:11])([F:10])[F:9])[CH:7]=1.[C:27]([OH:30])(=[O:29])[CH3:28]. No catalyst specified. The product is [C:27]([O:30][CH:13]([NH:14][C:15](=[O:26])[C:16]1[CH:21]=[CH:20][CH:19]=[CH:18][C:17]=1[C:22]([F:23])([F:24])[F:25])[CH2:12][C:3]1[C:2]([Cl:1])=[CH:7][C:6]([C:8]([F:9])([F:11])[F:10])=[CH:5][N:4]=1)(=[O:29])[CH3:28]. The yield is 0.240.